From a dataset of Full USPTO retrosynthesis dataset with 1.9M reactions from patents (1976-2016). Predict the reactants needed to synthesize the given product. The reactants are: [CH2:1]([O:3][C:4]([C:6]1[C:14]2[C:13](=O)[CH:12](Br)[CH2:11][CH2:10][C:9]=2[N:8](C(OC(C)(C)C)=O)[CH:7]=1)=[O:5])[CH3:2].Cl.[C:25]([NH2:28])(=[NH:27])[CH3:26]. Given the product [CH2:1]([O:3][C:4]([C:6]1[C:14]2[C:13]3[N:27]=[C:25]([CH3:26])[NH:28][C:12]=3[CH2:11][CH2:10][C:9]=2[NH:8][CH:7]=1)=[O:5])[CH3:2], predict the reactants needed to synthesize it.